This data is from Reaction yield outcomes from USPTO patents with 853,638 reactions. The task is: Predict the reaction yield, written as a fraction of the theoretical maximum amount of product (1.0 means a 100% yield; for example, 0.34 means a 34% yield). (1) The reactants are [F:1][C:2]1[CH:3]=[CH:4][C:5]([C:23]([F:26])([F:25])[F:24])=[C:6]([C@H:8]2[CH2:12][CH2:11][CH2:10][N:9]2[C:13]2[CH:18]=[CH:17][N:16]3[N:19]=[CH:20][C:21]([NH2:22])=[C:15]3[N:14]=2)[CH:7]=1.C1N=CN([C:32]([N:34]2[CH:38]=N[CH:36]=[CH:35]2)=[O:33])C=1.N1CC[C@H:41]([OH:44])C1. The catalyst is C(Cl)Cl. The product is [F:1][C:2]1[CH:3]=[CH:4][C:5]([C:23]([F:26])([F:24])[F:25])=[C:6]([C@H:8]2[CH2:12][CH2:11][CH2:10][N:9]2[C:13]2[CH:18]=[CH:17][N:16]3[N:19]=[CH:20][C:21]([NH:22][C:32]([N:34]4[CH2:35][CH2:36][C@H:41]([OH:44])[CH2:38]4)=[O:33])=[C:15]3[N:14]=2)[CH:7]=1. The yield is 0.860. (2) The reactants are [F:1][C:2]1[CH:14]=[CH:13][C:5]([C:6]([CH2:8][C:9]([O:11][CH3:12])=[O:10])=[O:7])=[CH:4][CH:3]=1.[C:15](#[N:19])[CH:16]([CH3:18])[CH3:17].[Sn](Cl)(Cl)(Cl)Cl.O. The catalyst is C1(C)C=CC=CC=1.C(OCC)(=O)C. The product is [NH2:19][C:15]([CH:16]([CH3:18])[CH3:17])=[C:8]([C:6]([C:5]1[CH:4]=[CH:3][C:2]([F:1])=[CH:14][CH:13]=1)=[O:7])[C:9]([O:11][CH3:12])=[O:10]. The yield is 0.863. (3) The reactants are [N:1]1[C:13]2[C:12]3[CH:11]=[CH:10][CH:9]=[CH:8][C:7]=3[NH:6][C:5]=2[N:4]=[C:3]([SH:14])[N:2]=1.I[CH2:16][CH2:17][CH2:18][CH3:19]. The catalyst is CO. The product is [CH2:16]([S:14][C:3]1[N:2]=[N:1][C:13]2[C:12]3[CH:11]=[CH:10][CH:9]=[CH:8][C:7]=3[NH:6][C:5]=2[N:4]=1)[CH2:17][CH2:18][CH3:19]. The yield is 0.800. (4) The reactants are [CH3:1][C:2]1([CH3:12])[C:10]2[C:5](=[CH:6][CH:7]=[CH:8][CH:9]=2)[C:4](=O)[CH2:3]1.Cl.[NH2:14][OH:15].[OH-].[Na+]. The catalyst is CO.O. The product is [CH3:1][C:2]1([CH3:12])[C:10]2[C:5](=[CH:6][CH:7]=[CH:8][CH:9]=2)[C:4](=[N:14][OH:15])[CH2:3]1. The yield is 0.970. (5) The reactants are [NH2:1][C:2]1[CH:7]=[CH:6][CH:5]=[CH:4][N:3]=1.CCN(CC)CC.[CH3:15][C:16]([CH3:21])([CH3:20])[C:17](Cl)=[O:18]. The catalyst is C(Cl)Cl. The product is [N:3]1[CH:4]=[CH:5][CH:6]=[CH:7][C:2]=1[NH:1][C:17](=[O:18])[C:16]([CH3:21])([CH3:20])[CH3:15]. The yield is 0.910. (6) The reactants are [Cl-].[Cl-].[Cl-].[Al+3].[Cl:5][C:6]1[CH:11]=[CH:10][C:9]([C:12]2(O)[CH2:17][CH2:16][N:15]([C:18]([O:20][C:21]([CH3:24])([CH3:23])[CH3:22])=[O:19])[CH2:14][CH2:13]2)=[CH:8][CH:7]=1.[Br:26][C:27]1[CH:32]=[CH:31][CH:30]=[CH:29][CH:28]=1.C(OC(OC(OC(C)(C)C)=O)=O)(C)(C)C. No catalyst specified. The product is [Br:26][C:27]1[CH:32]=[CH:31][C:30]([C:12]2([C:9]3[CH:10]=[CH:11][C:6]([Cl:5])=[CH:7][CH:8]=3)[CH2:17][CH2:16][N:15]([C:18]([O:20][C:21]([CH3:24])([CH3:23])[CH3:22])=[O:19])[CH2:14][CH2:13]2)=[CH:29][CH:28]=1. The yield is 0.510. (7) The reactants are [C:1]([O:5][C:6](=[O:15])[NH:7][CH:8]1[CH2:12][CH2:11][CH:10]([CH2:13][NH2:14])[CH2:9]1)([CH3:4])([CH3:3])[CH3:2].[Cl:16][C:17]1[N:25]=[CH:24][CH:23]=[CH:22][C:18]=1[C:19](Cl)=[O:20].C(N(C(C)C)CC)(C)C. The catalyst is ClCCl. The product is [C:1]([O:5][C:6](=[O:15])[NH:7][CH:8]1[CH2:12][CH2:11][CH:10]([CH2:13][NH:14][C:19]([C:18]2[C:17]([Cl:16])=[N:25][CH:24]=[CH:23][CH:22]=2)=[O:20])[CH2:9]1)([CH3:4])([CH3:2])[CH3:3]. The yield is 0.430.